Predict the product of the given reaction. From a dataset of Forward reaction prediction with 1.9M reactions from USPTO patents (1976-2016). (1) Given the reactants [CH3:1][NH:2][CH2:3][C:4]1[CH:9]=[CH:8][CH:7]=[CH:6][CH:5]=1.[CH:10]1[N:15]=[C:14](Cl)[C:13]2[N:17]=[CH:18][N:19]([C@@H:20]3[O:24][C@H:23]([CH2:25][OH:26])[C@@H:22]([OH:27])[C@H:21]3[OH:28])[C:12]=2[N:11]=1, predict the reaction product. The product is: [CH3:1][N:2]([CH2:3][C:4]1[CH:9]=[CH:8][CH:7]=[CH:6][CH:5]=1)[C:14]1[C:13]2[N:17]=[CH:18][N:19]([C:12]=2[N:11]=[CH:10][N:15]=1)[C@@H:20]1[O:24][C@H:23]([CH2:25][OH:26])[C@@H:22]([OH:27])[C@H:21]1[OH:28]. (2) Given the reactants [Cl:1][C:2]1[CH:7]=[CH:6][CH:5]=[CH:4][C:3]=1[NH:8][C:9]1[C:14]([N+:15]([O-])=O)=[C:13]([N:18]2[CH2:23][CH2:22][O:21][CH2:20][CH2:19]2)[N:12]=[C:11]([S:24][CH2:25][CH2:26][CH3:27])[N:10]=1, predict the reaction product. The product is: [Cl:1][C:2]1[CH:7]=[CH:6][CH:5]=[CH:4][C:3]=1[NH:8][C:9]1[C:14]([NH2:15])=[C:13]([N:18]2[CH2:19][CH2:20][O:21][CH2:22][CH2:23]2)[N:12]=[C:11]([S:24][CH2:25][CH2:26][CH3:27])[N:10]=1. (3) Given the reactants [OH:1][C:2]1[CH:11]=[CH:10][C:9]([OH:12])=[CH:8][C:3]=1[C:4]([O:6][CH3:7])=[O:5].[C:13]([O-])([O-])=[O:14].[K+].[K+].[I-].[Na+].Cl[CH2:22][C:23]([O:25][CH3:26])=[O:24].C[C:28]([CH3:30])=[O:29], predict the reaction product. The product is: [CH3:7][O:6][C:4](=[O:5])[C:3]1[CH:8]=[C:9]([O:12][CH2:22][C:23]([O:25][CH3:26])=[O:24])[CH:10]=[CH:11][C:2]=1[O:1][CH2:30][C:28]([O:14][CH3:13])=[O:29]. (4) Given the reactants [Br:1][C:2]1[C:7]([OH:8])=[CH:6][CH:5]=[C:4](I)[N:3]=1.[Cl:10][C:11]1[CH:16]=[CH:15][C:14](B(O)O)=[CH:13][CH:12]=1.C(=O)([O-])[O-].[K+].[K+], predict the reaction product. The product is: [Br:1][C:2]1[C:7]([OH:8])=[CH:6][CH:5]=[C:4]([C:14]2[CH:15]=[CH:16][C:11]([Cl:10])=[CH:12][CH:13]=2)[N:3]=1. (5) Given the reactants [N:1]1([C:7]2[CH:12]=[CH:11][C:10]([NH:13][C:14]3[N:19]=[C:18]([CH2:20][CH2:21][C:22]4[CH:27]=[CH:26][CH:25]=[CH:24][C:23]=4[CH2:28][C:29]([NH2:31])=[O:30])[C:17]([C:32]([F:35])([F:34])[F:33])=[CH:16][N:15]=3)=[CH:9][CH:8]=2)[CH2:6][CH2:5][NH:4][CH2:3][CH2:2]1.[CH:36](=O)[CH3:37].C(O[BH-](OC(=O)C)OC(=O)C)(=O)C.[Na+], predict the reaction product. The product is: [CH2:36]([N:4]1[CH2:5][CH2:6][N:1]([C:7]2[CH:12]=[CH:11][C:10]([NH:13][C:14]3[N:19]=[C:18]([CH2:20][CH2:21][C:22]4[CH:27]=[CH:26][CH:25]=[CH:24][C:23]=4[CH2:28][C:29]([NH2:31])=[O:30])[C:17]([C:32]([F:33])([F:35])[F:34])=[CH:16][N:15]=3)=[CH:9][CH:8]=2)[CH2:2][CH2:3]1)[CH3:37]. (6) Given the reactants [Cl:1][C:2]1[CH:3]=[C:4]([CH:8]=[C:9]([Cl:11])[N:10]=1)[C:5]([OH:7])=[O:6].C(OC(O[C:15]([CH3:18])([CH3:17])[CH3:16])=O)(O[C:15]([CH3:18])([CH3:17])[CH3:16])=O.C(N(CC)CC)C.OP([O-])(O)=O.[K+], predict the reaction product. The product is: [Cl:1][C:2]1[CH:3]=[C:4]([CH:8]=[C:9]([Cl:11])[N:10]=1)[C:5]([O:7][C:15]([CH3:18])([CH3:17])[CH3:16])=[O:6].